This data is from Full USPTO retrosynthesis dataset with 1.9M reactions from patents (1976-2016). The task is: Predict the reactants needed to synthesize the given product. (1) Given the product [Cl:1][C:2]1[CH:24]=[C:23]([Cl:25])[C:22]([C:26]2[CH:31]=[CH:30][CH:29]=[CH:28][N:27]=2)=[CH:21][C:3]=1[C:4]([NH:6][C:7]1[N:11]([C:12]2[CH:17]=[CH:16][CH:15]=[CH:14][CH:13]=2)[N:10]=[C:9]([C:18]([NH:32][CH2:33][C:34]([OH:36])([CH3:37])[CH3:35])=[O:19])[CH:8]=1)=[O:5], predict the reactants needed to synthesize it. The reactants are: [Cl:1][C:2]1[CH:24]=[C:23]([Cl:25])[C:22]([C:26]2[CH:31]=[CH:30][CH:29]=[CH:28][N:27]=2)=[CH:21][C:3]=1[C:4]([NH:6][C:7]1[N:11]([C:12]2[CH:17]=[CH:16][CH:15]=[CH:14][CH:13]=2)[N:10]=[C:9]([C:18](O)=[O:19])[CH:8]=1)=[O:5].[NH2:32][CH2:33][C:34]([CH3:37])([OH:36])[CH3:35].CCN(C(C)C)C(C)C.CN(C(ON1N=NC2C=CC=NC1=2)=[N+](C)C)C.F[P-](F)(F)(F)(F)F. (2) Given the product [Br-:6].[F:1][C:2]1[CH:3]=[C:4]([CH:7]=[CH:8][CH:9]=1)[CH2:5][P+:16]([C:17]1[CH:18]=[CH:19][CH:20]=[CH:21][CH:22]=1)([C:23]1[CH:28]=[CH:27][CH:26]=[CH:25][CH:24]=1)[C:10]1[CH:11]=[CH:12][CH:13]=[CH:14][CH:15]=1, predict the reactants needed to synthesize it. The reactants are: [F:1][C:2]1[CH:3]=[C:4]([CH:7]=[CH:8][CH:9]=1)[CH2:5][Br:6].[C:10]1([P:16]([C:23]2[CH:28]=[CH:27][CH:26]=[CH:25][CH:24]=2)[C:17]2[CH:22]=[CH:21][CH:20]=[CH:19][CH:18]=2)[CH:15]=[CH:14][CH:13]=[CH:12][CH:11]=1. (3) Given the product [C:15]([O:18][CH2:13][C:8]1[C:7]([CH3:14])=[C:6]([O:5][CH2:1][CH2:2][CH2:3][CH3:4])[CH:11]=[CH:10][N:9]=1)(=[O:17])[CH3:16], predict the reactants needed to synthesize it. The reactants are: [CH2:1]([O:5][C:6]1[CH:11]=[CH:10][N+:9]([O-])=[C:8]([CH3:13])[C:7]=1[CH3:14])[CH2:2][CH2:3][CH3:4].[C:15]([O:18]C(=O)C)(=[O:17])[CH3:16]. (4) Given the product [F:42][C:41]([F:44])([F:43])[C:39]([OH:45])=[O:40].[F:30][C:24]1[CH:25]=[CH:26][CH:27]=[C:28]([F:29])[C:23]=1[NH:22][C:21]([C@@H:12]1[C:13]2[C:18](=[CH:17][CH:16]=[CH:15][CH:14]=2)[CH2:19][CH2:20][N:11]1[C:9](=[O:10])[C@@H:8]([NH2:7])[CH:32]1[CH2:33][CH2:34][CH2:35][CH2:36][CH2:37]1)=[O:31], predict the reactants needed to synthesize it. The reactants are: C(OC(=O)[NH:7][C@@H:8]([CH:32]1[CH2:37][CH2:36][CH2:35][CH2:34][CH2:33]1)[C:9]([N:11]1[CH2:20][CH2:19][C:18]2[C:13](=[CH:14][CH:15]=[CH:16][CH:17]=2)[C@H:12]1[C:21](=[O:31])[NH:22][C:23]1[C:28]([F:29])=[CH:27][CH:26]=[CH:25][C:24]=1[F:30])=[O:10])(C)(C)C.[C:39]([OH:45])([C:41]([F:44])([F:43])[F:42])=[O:40]. (5) Given the product [C:6]([C:5]1[CH:8]=[CH:9][C:2]([O:1][CH:11]2[CH2:16][CH2:15][N:14]([C:17]([O:19][C:20]([CH3:23])([CH3:22])[CH3:21])=[O:18])[CH2:13][CH2:12]2)=[CH:3][CH:4]=1)#[N:7], predict the reactants needed to synthesize it. The reactants are: [OH:1][C:2]1[CH:9]=[CH:8][C:5]([C:6]#[N:7])=[CH:4][CH:3]=1.O[CH:11]1[CH2:16][CH2:15][N:14]([C:17]([O:19][C:20]([CH3:23])([CH3:22])[CH3:21])=[O:18])[CH2:13][CH2:12]1. (6) The reactants are: [CH2:1]1[CH2:5][O:4][CH2:3][CH2:2]1.[O:6]1[CH2:10][CH2:9][CH2:8][CH2:7]1. Given the product [CH3:2][CH2:3][O:4][CH2:5][CH3:1].[CH2:7]([O:6][CH2:10][CH3:9])[CH3:8], predict the reactants needed to synthesize it. (7) Given the product [CH2:1]([O:3][CH:4]([S:45][CH2:46][CH3:47])[C@@H:5]1[CH2:9][CH2:8][CH2:7][N:6]1[C:10](=[O:44])[C:11]1[CH:16]=[C:15]([O:17][CH3:18])[C:14]([O:19][CH2:20][CH2:21][CH2:22][O:23][C:24]2[C:38]([O:39][CH3:40])=[CH:37][C:27]3[C:28](=[O:36])[N:29]4[CH2:35][CH2:34][CH2:33][C@H:30]4[CH2:31][NH:32][C:26]=3[CH:25]=2)=[CH:13][C:12]=1[NH2:41])[CH3:2], predict the reactants needed to synthesize it. The reactants are: [CH2:1]([O:3][CH:4]([S:45][CH2:46][CH3:47])[C@@H:5]1[CH2:9][CH2:8][CH2:7][N:6]1[C:10](=[O:44])[C:11]1[CH:16]=[C:15]([O:17][CH3:18])[C:14]([O:19][CH2:20][CH2:21][CH2:22][O:23][C:24]2[C:38]([O:39][CH3:40])=[CH:37][C:27]3[C:28](=[O:36])[N:29]4[CH2:35][CH2:34][CH2:33][C@H:30]4[CH2:31][NH:32][C:26]=3[CH:25]=2)=[CH:13][C:12]=1[N+:41]([O-])=O)[CH3:2].CO.O.O.Cl[Sn]Cl.C([O-])(O)=O.[Na+]. (8) Given the product [CH3:22][N:23]([CH3:27])[CH2:24][CH2:25][NH:26][CH2:2][C:3]1[CH:4]=[C:5]([C:9]2[O:10][C:11]3[C:17]([C:18]([O:20][CH3:21])=[O:19])=[CH:16][CH:15]=[CH:14][C:12]=3[N:13]=2)[CH:6]=[CH:7][CH:8]=1, predict the reactants needed to synthesize it. The reactants are: Br[CH2:2][C:3]1[CH:4]=[C:5]([C:9]2[O:10][C:11]3[C:17]([C:18]([O:20][CH3:21])=[O:19])=[CH:16][CH:15]=[CH:14][C:12]=3[N:13]=2)[CH:6]=[CH:7][CH:8]=1.[CH3:22][N:23]([CH3:27])[CH2:24][CH2:25][NH2:26]. (9) Given the product [ClH:36].[ClH:36].[NH2:8][C@H:9]([CH:33]([CH3:35])[CH3:34])[C:10]([O:12][C:13]1[CH:18]=[C:17]([F:19])[CH:16]=[CH:15][C:14]=1/[CH:20]=[C:21]1\[C:22](=[O:32])[N:23]=[C:24]([N:26]2[CH2:31][CH2:30][CH2:29][CH2:28][NH:27]2)[S:25]\1)=[O:11], predict the reactants needed to synthesize it. The reactants are: C(OC([NH:8][C@H:9]([CH:33]([CH3:35])[CH3:34])[C:10]([O:12][C:13]1[CH:18]=[C:17]([F:19])[CH:16]=[CH:15][C:14]=1/[CH:20]=[C:21]1\[C:22](=[O:32])[N:23]=[C:24]([N:26]2[CH2:31][CH2:30][CH2:29][CH2:28][NH:27]2)[S:25]\1)=[O:11])=O)(C)(C)C.[ClH:36]. (10) Given the product [CH3:1][O:2][N:3]=[C:4]([C:9]1[CH:14]=[CH:13][C:12]([O:15][CH3:16])=[CH:11][CH:10]=1)[CH2:5][C:6]([NH:17][C:18](=[N:21][C:22](=[O:28])[O:23][C:24]([CH3:26])([CH3:25])[CH3:27])[S:19][CH3:20])=[O:8], predict the reactants needed to synthesize it. The reactants are: [CH3:1][O:2][N:3]=[C:4]([C:9]1[CH:14]=[CH:13][C:12]([O:15][CH3:16])=[CH:11][CH:10]=1)[CH2:5][C:6]([OH:8])=O.[NH2:17][C:18](=[N:21][C:22](=[O:28])[O:23][C:24]([CH3:27])([CH3:26])[CH3:25])[S:19][CH3:20].CCN=C=NCCCN(C)C.Cl.C(N(CC)CC)C.